The task is: Regression. Given two drug SMILES strings and cell line genomic features, predict the synergy score measuring deviation from expected non-interaction effect.. This data is from NCI-60 drug combinations with 297,098 pairs across 59 cell lines. (1) Drug 1: C1CCC(C(C1)N)N.C(=O)(C(=O)[O-])[O-].[Pt+4]. Drug 2: C1CN(P(=O)(OC1)NCCCl)CCCl. Cell line: SK-MEL-2. Synergy scores: CSS=-6.66, Synergy_ZIP=-28.5, Synergy_Bliss=-60.8, Synergy_Loewe=-66.0, Synergy_HSA=-64.9. (2) Drug 1: CCN(CC)CCNC(=O)C1=C(NC(=C1C)C=C2C3=C(C=CC(=C3)F)NC2=O)C. Drug 2: CN(C(=O)NC(C=O)C(C(C(CO)O)O)O)N=O. Cell line: OVCAR3. Synergy scores: CSS=-4.08, Synergy_ZIP=8.27, Synergy_Bliss=13.3, Synergy_Loewe=-5.14, Synergy_HSA=-5.05. (3) Cell line: MCF7. Drug 2: CC1=C2C(C(=O)C3(C(CC4C(C3C(C(C2(C)C)(CC1OC(=O)C(C(C5=CC=CC=C5)NC(=O)C6=CC=CC=C6)O)O)OC(=O)C7=CC=CC=C7)(CO4)OC(=O)C)O)C)OC(=O)C. Drug 1: CCC(=C(C1=CC=CC=C1)C2=CC=C(C=C2)OCCN(C)C)C3=CC=CC=C3.C(C(=O)O)C(CC(=O)O)(C(=O)O)O. Synergy scores: CSS=34.2, Synergy_ZIP=-2.56, Synergy_Bliss=0.817, Synergy_Loewe=-20.7, Synergy_HSA=1.29. (4) Drug 1: C(=O)(N)NO. Drug 2: CC1CCCC2(C(O2)CC(NC(=O)CC(C(C(=O)C(C1O)C)(C)C)O)C(=CC3=CSC(=N3)C)C)C. Cell line: A549. Synergy scores: CSS=41.7, Synergy_ZIP=0.481, Synergy_Bliss=-3.74, Synergy_Loewe=-28.2, Synergy_HSA=-3.42. (5) Drug 1: CC=C1C(=O)NC(C(=O)OC2CC(=O)NC(C(=O)NC(CSSCCC=C2)C(=O)N1)C(C)C)C(C)C. Drug 2: COCCOC1=C(C=C2C(=C1)C(=NC=N2)NC3=CC=CC(=C3)C#C)OCCOC.Cl. Cell line: T-47D. Synergy scores: CSS=25.4, Synergy_ZIP=7.51, Synergy_Bliss=7.36, Synergy_Loewe=-41.2, Synergy_HSA=5.59.